Dataset: Forward reaction prediction with 1.9M reactions from USPTO patents (1976-2016). Task: Predict the product of the given reaction. (1) The product is: [F:1][C:2]1[CH:7]=[C:6]([F:8])[C:5]([F:9])=[CH:4][C:3]=1[S:10]([NH:14][C:15]1[S:16][CH:17]=[CH:18][N:19]=1)(=[O:12])=[O:11]. Given the reactants [F:1][C:2]1[CH:7]=[C:6]([F:8])[C:5]([F:9])=[CH:4][C:3]=1[S:10](Cl)(=[O:12])=[O:11].[NH2:14][C:15]1[S:16][CH:17]=[CH:18][N:19]=1, predict the reaction product. (2) Given the reactants [H-].[Na+].O1[C:7]2[CH:8]=[CH:9][CH:10]=[CH:11][C:6]=2[N:5]=[C:4]1[N:12]([C:24]1[CH:29]=[CH:28][CH:27]=[CH:26][N:25]=1)CCCCCCC(OCC)=O.[CH2:30]([O:32][C:33](=[O:41])[CH2:34][CH2:35][CH2:36][CH2:37][CH2:38][CH2:39]I)[CH3:31].O.[CH3:43][N:44](C=O)C, predict the reaction product. The product is: [CH3:43][N:44]1[C:7]2[CH:8]=[CH:9][CH:10]=[CH:11][C:6]=2[N:5]=[C:4]1[N:12]([C:24]1[CH:29]=[CH:28][CH:27]=[CH:26][N:25]=1)[CH2:39][CH2:38][CH2:37][CH2:36][CH2:35][CH2:34][C:33]([O:32][CH2:30][CH3:31])=[O:41].